From a dataset of hERG potassium channel inhibition data for cardiac toxicity prediction from Karim et al.. Regression/Classification. Given a drug SMILES string, predict its toxicity properties. Task type varies by dataset: regression for continuous values (e.g., LD50, hERG inhibition percentage) or binary classification for toxic/non-toxic outcomes (e.g., AMES mutagenicity, cardiotoxicity, hepatotoxicity). Dataset: herg_karim. (1) The compound is C#Cc1cccc(Nc2ncnc3cc(OCCOC)c(OCCO)cc23)c1. The result is 0 (non-blocker). (2) The result is 1 (blocker). The drug is CCOC(=O)NCCc1ccccc1-c1ccc([C@H]2CNCC[C@H]2c2ccn(C)c(=O)c2)c(Cl)c1. (3) The molecule is CC(=O)c1c(O)c(C)c(O)c(Cc2c(O)c3c(c(C(=O)C=Cc4ccccc4)c2O)OC(C)(C)C=C3)c1O. The result is 1 (blocker). (4) The drug is O=C(OCc1ccccc1F)N1CCC(CNc2ncccn2)CC1. The result is 0 (non-blocker). (5) The molecule is CCOC(=O)[C@H]1CC[C@@H](N2CC(NC(=O)CNc3n[nH]c4ccc(C(F)(F)F)cc34)C2)CC1. The result is 1 (blocker). (6) The result is 1 (blocker). The molecule is Cc1nnc(C)n1C1CCN(C(C)CC(NC(=O)C2CCC2)c2ccccc2)CC1. (7) The drug is NCc1c[nH]c(=S)n1[C@H]1CCc2c(F)cc(F)cc2C1. The result is 0 (non-blocker). (8) The molecule is CC(=O)c1ncn2c1COc1c(CCN3CCN(c4cccc5nc(C)ccc45)CC3)cccc1-2. The result is 1 (blocker). (9) The molecule is CCC(O)(c1cn(Cc2ccc3c(-c4ccccc4)c(C(N)=O)sc3c2)nn1)C(F)(F)F. The result is 0 (non-blocker).